Dataset: NCI-60 drug combinations with 297,098 pairs across 59 cell lines. Task: Regression. Given two drug SMILES strings and cell line genomic features, predict the synergy score measuring deviation from expected non-interaction effect. (1) Drug 1: CCC(=C(C1=CC=CC=C1)C2=CC=C(C=C2)OCCN(C)C)C3=CC=CC=C3.C(C(=O)O)C(CC(=O)O)(C(=O)O)O. Drug 2: CCC1(C2=C(COC1=O)C(=O)N3CC4=CC5=C(C=CC(=C5CN(C)C)O)N=C4C3=C2)O.Cl. Cell line: SW-620. Synergy scores: CSS=32.9, Synergy_ZIP=0.0638, Synergy_Bliss=1.24, Synergy_Loewe=-19.0, Synergy_HSA=1.43. (2) Drug 1: CC1C(C(=O)NC(C(=O)N2CCCC2C(=O)N(CC(=O)N(C(C(=O)O1)C(C)C)C)C)C(C)C)NC(=O)C3=C4C(=C(C=C3)C)OC5=C(C(=O)C(=C(C5=N4)C(=O)NC6C(OC(=O)C(N(C(=O)CN(C(=O)C7CCCN7C(=O)C(NC6=O)C(C)C)C)C)C(C)C)C)N)C. Drug 2: CC1=C2C(C(=O)C3(C(CC4C(C3C(C(C2(C)C)(CC1OC(=O)C(C(C5=CC=CC=C5)NC(=O)C6=CC=CC=C6)O)O)OC(=O)C7=CC=CC=C7)(CO4)OC(=O)C)O)C)OC(=O)C. Cell line: SF-268. Synergy scores: CSS=8.90, Synergy_ZIP=2.27, Synergy_Bliss=8.24, Synergy_Loewe=-3.24, Synergy_HSA=-0.587.